From a dataset of Full USPTO retrosynthesis dataset with 1.9M reactions from patents (1976-2016). Predict the reactants needed to synthesize the given product. (1) Given the product [CH3:1][O:2][C:3]1[CH:4]=[C:5]2[C:7]([C:13]([OH:12])=[C:14]([C:15]([O:17][CH2:18][CH3:19])=[O:16])[CH:20]=[N:6]2)=[CH:8][CH:9]=1, predict the reactants needed to synthesize it. The reactants are: [CH3:1][O:2][C:3]1[CH:4]=[C:5]([CH:7]=[CH:8][CH:9]=1)[NH2:6].CC[O:12][CH:13]=[C:14]([C:20](OCC)=O)[C:15]([O:17][CH2:18][CH3:19])=[O:16]. (2) Given the product [NH2:1][C:2]1[C:7]([C:8]#[N:9])=[C:6]([C:10]2[CH:19]=[CH:18][C:13]3[O:14][CH2:15][CH2:16][O:17][C:12]=3[CH:11]=2)[C:5]([C:20]#[N:21])=[C:4]([S:22][CH2:23][C:24]2[CH:29]=[CH:28][CH:27]=[CH:26][CH:25]=2)[N:3]=1, predict the reactants needed to synthesize it. The reactants are: [NH2:1][C:2]1[C:7]([C:8]#[N:9])=[C:6]([C:10]2[CH:19]=[CH:18][C:13]3[O:14][CH2:15][CH2:16][O:17][C:12]=3[CH:11]=2)[C:5]([C:20]#[N:21])=[C:4]([SH:22])[N:3]=1.[CH2:23](Br)[C:24]1[CH:29]=[CH:28][CH:27]=[CH:26][CH:25]=1.C(=O)(O)[O-].[Na+].O. (3) The reactants are: [CH3:1][N:2]1[CH:6]=[C:5]([N+:7]([O-:9])=[O:8])[C:4]([C:10]([OH:12])=O)=[N:3]1.[Cl-].[NH4+:14]. Given the product [CH3:1][N:2]1[CH:6]=[C:5]([N+:7]([O-:9])=[O:8])[C:4]([C:10]([NH2:14])=[O:12])=[N:3]1, predict the reactants needed to synthesize it. (4) Given the product [NH2:7][CH2:8][CH2:9][CH2:10][CH:11]([N:12]1[C:20](=[O:21])[C:19]2[C:14](=[CH:15][CH:16]=[CH:17][C:18]=2[N:22]2[CH2:27][CH2:26][N:25]([C@@H:28]([C:30]3[CH:31]=[CH:32][CH:33]=[CH:34][CH:35]=3)[CH3:29])[CH2:24][CH2:23]2)[C:13]1=[O:36])[C:37]1[CH:42]=[CH:41][C:40]([O:43][CH3:44])=[C:39]([O:45][CH3:46])[CH:38]=1, predict the reactants needed to synthesize it. The reactants are: C(OC(=O)[NH:7][CH2:8][CH2:9][CH2:10][CH:11]([C:37]1[CH:42]=[CH:41][C:40]([O:43][CH3:44])=[C:39]([O:45][CH3:46])[CH:38]=1)[N:12]1[C:20](=[O:21])[C:19]2[C:14](=[CH:15][CH:16]=[CH:17][C:18]=2[N:22]2[CH2:27][CH2:26][N:25]([C@@H:28]([C:30]3[CH:35]=[CH:34][CH:33]=[CH:32][CH:31]=3)[CH3:29])[CH2:24][CH2:23]2)[C:13]1=[O:36])(C)(C)C.FC(F)(F)C(O)=O. (5) Given the product [OH:8][CH2:9][C:10]1[N:18]([CH2:19][CH2:20][C:21]([O:23][CH3:24])=[O:22])[C:13]2=[N:14][CH:15]=[CH:16][CH:17]=[C:12]2[CH:11]=1, predict the reactants needed to synthesize it. The reactants are: [Si]([O:8][CH2:9][C:10]1[N:18]([CH2:19][CH2:20][C:21]([O:23][CH3:24])=[O:22])[C:13]2=[N:14][CH:15]=[CH:16][CH:17]=[C:12]2[CH:11]=1)(C(C)(C)C)(C)C.[F-].C([N+](CCCC)(CCCC)CCCC)CCC. (6) The reactants are: [N+:1]([C:4]1[CH:15]=[CH:14][C:7]([CH2:8][N:9]2[CH2:13][CH2:12][CH2:11][CH2:10]2)=[CH:6][CH:5]=1)([O-])=O.ClCCl.CO. Given the product [N:9]1([CH2:8][C:7]2[CH:6]=[CH:5][C:4]([NH2:1])=[CH:15][CH:14]=2)[CH2:13][CH2:12][CH2:11][CH2:10]1, predict the reactants needed to synthesize it. (7) Given the product [CH3:1][N:2]1[C:6]2[CH:7]=[CH:8][C:9]([C@H:11]3[O:26][C:25](=[O:27])[CH2:24][C@H:23]([OH:28])[C:22]([CH3:29])([CH3:30])[C:21](=[O:31])[C@H:20]([CH3:32])[C@@H:19]([OH:33])[C@@H:18]([CH3:34])[CH2:17][CH2:16][CH2:15][C@H:14]4[C@@H:13]([O:36]4)[CH2:12]3)=[CH:10][C:5]=2[N:4]=[C:3]1[CH3:35], predict the reactants needed to synthesize it. The reactants are: [CH3:1][N:2]1[C:6]2[CH:7]=[CH:8][C:9]([C@H:11]3[O:26][C:25](=[O:27])[CH2:24][C@H:23]([OH:28])[C:22]([CH3:30])([CH3:29])[C:21](=[O:31])[C@H:20]([CH3:32])[C@@H:19]([OH:33])[C@@H:18]([CH3:34])[CH2:17][CH2:16][CH2:15][CH:14]=[CH:13][CH2:12]3)=[CH:10][C:5]=2[N:4]=[C:3]1[CH3:35].[OH:36]CC([C@H]([C@@H]([C@@H](CO)O)O)O)=O.C([O-])([O-])=O.[K+].[K+].